This data is from Forward reaction prediction with 1.9M reactions from USPTO patents (1976-2016). The task is: Predict the product of the given reaction. (1) Given the reactants F[C:2](F)(F)[C:3]([OH:5])=O.[CH2:8]([O:15][C:16](=[O:30])[C@H:17]([CH2:19][C:20]1[CH:25]=[CH:24][C:23]([O:26][C:27](=[O:29])[CH3:28])=[CH:22][CH:21]=1)[NH2:18])[C:9]1[CH:14]=[CH:13][CH:12]=[CH:11][CH:10]=1.C(N(CC)CC)C.Cl.CN(C)[CH2:41][CH2:42][CH2:43][N:44]=[C:45]=[N:46][CH2:47][CH3:48].O.ON1C2C=CC=CC=2N=N1, predict the reaction product. The product is: [N:44]1[C:43]2[CH:42]=[CH:41][C:2]([C:3]([NH:18][C@@H:17]([CH2:19][C:20]3[CH:21]=[CH:22][C:23]([O:26][C:27](=[O:29])[CH3:28])=[CH:24][CH:25]=3)[C:16]([O:15][CH2:8][C:9]3[CH:14]=[CH:13][CH:12]=[CH:11][CH:10]=3)=[O:30])=[O:5])=[CH:48][C:47]=2[NH:46][CH:45]=1. (2) Given the reactants [OH-].[Na+].CO.[C:5]([NH:13][C:14]1[CH:23]=[C:22]([O:24][CH2:25][CH2:26][C:27]2[CH:32]=[CH:31][CH:30]=[CH:29][CH:28]=2)[CH:21]=[CH:20][C:15]=1[C:16]([O:18]C)=[O:17])(=[O:12])[C:6]1[CH:11]=[CH:10][CH:9]=[CH:8][CH:7]=1, predict the reaction product. The product is: [C:5]([NH:13][C:14]1[CH:23]=[C:22]([O:24][CH2:25][CH2:26][C:27]2[CH:32]=[CH:31][CH:30]=[CH:29][CH:28]=2)[CH:21]=[CH:20][C:15]=1[C:16]([OH:18])=[O:17])(=[O:12])[C:6]1[CH:7]=[CH:8][CH:9]=[CH:10][CH:11]=1. (3) Given the reactants [CH3:1][O:2][C:3]1[CH:4]=[CH:5][C:6]([CH:10]2[CH2:19][CH2:18][C:17]3[C:12](=[CH:13][CH:14]=[C:15]([O:20][CH3:21])[CH:16]=3)[CH2:11]2)=[C:7]([NH2:9])[CH:8]=1.[CH3:22][C:23]([CH3:25])=O.C(O[BH-](OC(=O)C)OC(=O)C)(=O)C.[Na+].N, predict the reaction product. The product is: [CH:23]([NH:9][C:7]1[CH:8]=[C:3]([O:2][CH3:1])[CH:4]=[CH:5][C:6]=1[CH:10]1[CH2:19][CH2:18][C:17]2[C:12](=[CH:13][CH:14]=[C:15]([O:20][CH3:21])[CH:16]=2)[CH2:11]1)([CH3:25])[CH3:22].